Dataset: Full USPTO retrosynthesis dataset with 1.9M reactions from patents (1976-2016). Task: Predict the reactants needed to synthesize the given product. Given the product [CH3:1][N:2]1[C:10]2[C:9]([O:11][C:12]3[CH:18]=[CH:17][C:15]([NH:16][C:33]([NH:32][C:26]4[CH:31]=[CH:30][CH:29]=[CH:28][CH:27]=4)=[S:34])=[CH:14][CH:13]=3)=[N:8][CH:7]=[N:6][C:5]=2[CH:4]=[CH:3]1, predict the reactants needed to synthesize it. The reactants are: [CH3:1][N:2]1[C:10]2[C:9]([O:11][C:12]3[CH:18]=[CH:17][C:15]([NH2:16])=[CH:14][CH:13]=3)=[N:8][CH:7]=[N:6][C:5]=2[CH:4]=[CH:3]1.C(N(CC)CC)C.[C:26]1([N:32]=[C:33]=[S:34])[CH:31]=[CH:30][CH:29]=[CH:28][CH:27]=1.